Dataset: Reaction yield outcomes from USPTO patents with 853,638 reactions. Task: Predict the reaction yield, written as a fraction of the theoretical maximum amount of product (1.0 means a 100% yield; for example, 0.34 means a 34% yield). (1) The reactants are Br[C:2]1[CH:7]=[C:6]([CH2:8][CH3:9])[CH:5]=[C:4]([Br:10])[CH:3]=1.[Li]C(C)(C)C.[CH:16]([S:19][S:19][CH:16]([CH3:18])[CH3:17])([CH3:18])[CH3:17]. The catalyst is C1COCC1. The product is [Br:10][C:4]1[CH:3]=[C:2]([S:19][CH:16]([CH3:18])[CH3:17])[CH:7]=[C:6]([CH2:8][CH3:9])[CH:5]=1. The yield is 0.720. (2) The reactants are Cl[CH2:2][C:3]([N:5]([CH2:19][C:20]1[CH:25]=[CH:24][CH:23]=[C:22]([Cl:26])[C:21]=1[CH3:27])[C:6]1[N:7]=[C:8]([N:13]2[CH2:18][CH2:17][O:16][CH2:15][CH2:14]2)[S:9][C:10]=1[C:11]#[N:12])=[O:4].[N-:28]=[N+:29]=[N-:30].[Na+]. The catalyst is CN(C)C=O.CCOC(C)=O. The product is [N:28]([CH2:2][C:3]([N:5]([CH2:19][C:20]1[CH:25]=[CH:24][CH:23]=[C:22]([Cl:26])[C:21]=1[CH3:27])[C:6]1[N:7]=[C:8]([N:13]2[CH2:14][CH2:15][O:16][CH2:17][CH2:18]2)[S:9][C:10]=1[C:11]#[N:12])=[O:4])=[N+:29]=[N-:30]. The yield is 0.990. (3) The reactants are [CH2:1]([C:3]1[C:8]([I:9])=[CH:7][N:6]=[C:5](N)[CH:4]=1)[CH3:2].[ClH:11].N([O-])=O.[Na+].[OH-].[Na+]. The catalyst is O. The product is [Cl:11][C:5]1[CH:4]=[C:3]([CH2:1][CH3:2])[C:8]([I:9])=[CH:7][N:6]=1. The yield is 0.570. (4) The reactants are [Cl:1][C:2]1[C:3](F)=[CH:4][C:5]([F:28])=[C:6]([S:8]([N:11]([CH2:17][C:18]2[CH:23]=[CH:22][C:21]([O:24][CH3:25])=[CH:20][C:19]=2[O:26][CH3:27])[C:12]2[S:13][CH:14]=[N:15][N:16]=2)(=[O:10])=[O:9])[CH:7]=1.[N:30]1[CH:35]=[CH:34][C:33]([C:36]2[CH:37]=[C:38]([C:43]3[CH:48]=[CH:47][CH:46]=[CH:45][C:44]=3[C:49]([F:52])([F:51])[F:50])[CH:39]=[CH:40][C:41]=2[OH:42])=[CH:32][N:31]=1. No catalyst specified. The product is [Cl:1][C:2]1[C:3]([O:42][C:41]2[CH:40]=[CH:39][C:38]([C:43]3[CH:48]=[CH:47][CH:46]=[CH:45][C:44]=3[C:49]([F:50])([F:51])[F:52])=[CH:37][C:36]=2[C:33]2[CH:34]=[CH:35][N:30]=[N:31][CH:32]=2)=[CH:4][C:5]([F:28])=[C:6]([S:8]([N:11]([CH2:17][C:18]2[CH:23]=[CH:22][C:21]([O:24][CH3:25])=[CH:20][C:19]=2[O:26][CH3:27])[C:12]2[S:13][CH:14]=[N:15][N:16]=2)(=[O:9])=[O:10])[CH:7]=1. The yield is 0.710. (5) The product is [Br:10][C:11]1[C:16]([F:17])=[C:15]([N+:1]([O-:4])=[O:2])[CH:14]=[CH:13][C:12]=1[F:18]. No catalyst specified. The reactants are [N+:1]([O-:4])(O)=[O:2].OS(O)(=O)=O.[Br:10][C:11]1[C:16]([F:17])=[CH:15][CH:14]=[CH:13][C:12]=1[F:18].[OH-].[Na+]. The yield is 0.710. (6) The reactants are [NH2:1][C:2]1[C:10]([Cl:11])=[CH:9][C:5]([C:6]([OH:8])=O)=[C:4]([O:12][CH3:13])[CH:3]=1.C(N1C=CN=C1)(N1C=CN=C1)=O.C(N(CC)CC)C.Cl.[N:34]1([CH2:39][CH2:40][CH2:41][N:42]2[CH2:47][CH2:46][CH:45]([CH2:48][NH2:49])[CH2:44][CH2:43]2)[CH:38]=[CH:37][N:36]=[N:35]1. The product is [N:34]1([CH2:39][CH2:40][CH2:41][N:42]2[CH2:43][CH2:44][CH:45]([CH2:48][NH:49][C:6](=[O:8])[C:5]3[CH:9]=[C:10]([Cl:11])[C:2]([NH2:1])=[CH:3][C:4]=3[O:12][CH3:13])[CH2:46][CH2:47]2)[CH:38]=[CH:37][N:36]=[N:35]1. The yield is 0.980. The catalyst is C(#N)C.O. (7) The reactants are [Cl:1][C:2]1[CH:7]=[CH:6][C:5]([C:8]2[O:9][C:10]3[C:11](=[C:13]([C:17]([OH:19])=O)[CH:14]=[CH:15][CH:16]=3)[N:12]=2)=[CH:4][CH:3]=1.C1C=CC2N(O)N=[N:26]C=2C=1.CCN=C=NCCCN(C)C.CCN(C(C)C)C(C)C.[Cl-].[NH4+].Cl. The yield is 0.148. The product is [Cl:1][C:2]1[CH:7]=[CH:6][C:5]([C:8]2[O:9][C:10]3[C:11](=[C:13]([C:17]([NH2:26])=[O:19])[CH:14]=[CH:15][CH:16]=3)[N:12]=2)=[CH:4][CH:3]=1. The catalyst is CN(C)C=O.O. (8) The reactants are [F:1][C:2]1[C:3](F)=[C:4]([F:13])[C:5]([F:12])=[C:6]([C:10]#[N:11])[C:7]=1[C:8]#[N:9].[F-:15].[K+].[Cl:17][C:18]1[C:23]([OH:24])=[C:22]([Cl:25])[C:21]([Cl:26])=[C:20]([OH:27])[C:19]=1[Cl:28]. The catalyst is C(#N)C. The product is [C:8]([C:7]1[C:2]([F:1])=[C:3]([C:4]([F:13])=[C:5]([F:12])[C:6]=1[C:10]#[N:11])[O:24][C:23]1[C:18]([Cl:17])=[C:19]([Cl:28])[C:20]([O:27][C:3]2[C:4]([F:15])=[C:5]([F:12])[C:6]([C:10]#[N:11])=[C:7]([C:8]#[N:9])[C:2]=2[F:1])=[C:21]([Cl:26])[C:22]=1[Cl:25])#[N:9]. The yield is 0.840. (9) The reactants are [OH:1][C:2]1[CH:19]=[CH:18][CH:17]=[C:16]2[C:3]=1[O:4][C:5](=[O:23])[C:6]1[C:15]2=[CH:14][CH:13]=[C:12]2[C:7]=1[C:8]([CH3:22])=[CH:9][C:10]([CH3:21])([CH3:20])[NH:11]2.CI.[C:26](=O)([O-])[O-].[K+].[K+]. The catalyst is CN(C)C=O.C(OCC)(=O)C. The product is [CH3:26][O:1][C:2]1[CH:19]=[CH:18][CH:17]=[C:16]2[C:3]=1[O:4][C:5](=[O:23])[C:6]1[C:15]2=[CH:14][CH:13]=[C:12]2[C:7]=1[C:8]([CH3:22])=[CH:9][C:10]([CH3:20])([CH3:21])[NH:11]2. The yield is 0.850.